From a dataset of Retrosynthesis with 50K atom-mapped reactions and 10 reaction types from USPTO. Predict the reactants needed to synthesize the given product. (1) Given the product CC(C)C(=O)Nc1cccc(C2CCN(CC[C@H](NC(=O)c3ccc(Oc4cc(Cl)cc(Cl)c4)[nH]3)c3ccccc3)CC2)c1, predict the reactants needed to synthesize it. The reactants are: CC(C)C(=O)Nc1cccc(C2CCN(CC[C@H](N)c3ccccc3)CC2)c1.O=C(Cl)c1ccc(Oc2cc(Cl)cc(Cl)c2)[nH]1. (2) Given the product Cc1cc(CC(=O)O)n(C)c1C(=O)c1ccc(Cl)cc1Cl, predict the reactants needed to synthesize it. The reactants are: CCOC(=O)Cc1cc(C)c(C(=O)c2ccc(Cl)cc2Cl)n1C. (3) Given the product O=C(O)c1cccc(-c2cccc3cc(CO)sc23)c1, predict the reactants needed to synthesize it. The reactants are: CCOC(=O)c1cccc(-c2cccc3cc(CO)sc23)c1. (4) The reactants are: CCOC(=O)C1CCN(CCn2cccc(-c3ccc(C(=O)OCc4ccccc4)cc3)c2=O)CC1. Given the product CCOC(=O)C1CCN(CCn2cccc(-c3ccc(C(=O)O)cc3)c2=O)CC1, predict the reactants needed to synthesize it. (5) Given the product COc1ccc(S(=O)[O-])cc1[N+](=O)[O-], predict the reactants needed to synthesize it. The reactants are: COc1ccc(S(=O)(=O)Cl)cc1[N+](=O)[O-]. (6) Given the product CC(C)C(=O)Nc1cccc(C2CCN(CCCCC(Oc3ccc(Cl)cc3)c3ccc(F)cc3)CC2)c1, predict the reactants needed to synthesize it. The reactants are: CC(C)C(=O)Nc1cccc(C2CCN(CCCCC(O)c3ccc(F)cc3)CC2)c1.Oc1ccc(Cl)cc1. (7) Given the product CC(C)(C)OC(=O)[C@H](Cc1ccc(O)cc1)NC(=O)[C@@H]1CCC(=O)N1Cc1ccccc1, predict the reactants needed to synthesize it. The reactants are: CC(C)(C)OC(=O)[C@@H](N)Cc1ccc(O)cc1.O=C(O)[C@@H]1CCC(=O)N1Cc1ccccc1. (8) Given the product COC[C@H](C)NC(=NC(=O)c1ccc(F)c(F)c1)Nc1nn(CSC)c2cc(C(F)(F)F)ccc12, predict the reactants needed to synthesize it. The reactants are: COC[C@H](C)NC(=NC(=O)c1ccc(F)c(F)c1)Nc1n[nH]c2cc(C(F)(F)F)ccc12.CSCCl.